From a dataset of Full USPTO retrosynthesis dataset with 1.9M reactions from patents (1976-2016). Predict the reactants needed to synthesize the given product. (1) Given the product [C:31]([O:11][CH2:10]/[CH:9]=[C:7](/[CH2:6][CH2:5][CH:4]=[C:2]([CH3:1])[CH3:3])\[CH3:8])(=[O:32])[CH:30]=[CH:29][CH:28]=[CH:27][CH:26]=[CH:25][CH:24]=[CH:23][CH:22]=[CH:21][CH2:20][CH2:19][CH2:18][CH2:17][CH2:16][CH2:15][CH2:14][CH2:13][CH3:12], predict the reactants needed to synthesize it. The reactants are: [CH3:1][C:2](=[CH:4][CH2:5][CH2:6]/[C:7](=[CH:9]/[CH2:10][OH:11])/[CH3:8])[CH3:3].[CH3:12][CH2:13]/[CH:14]=[CH:15]\[CH2:16]/[CH:17]=[CH:18]\[CH2:19]/[CH:20]=[CH:21]\[CH2:22]/[CH:23]=[CH:24]\[CH2:25]/[CH:26]=[CH:27]\[CH2:28][CH2:29][CH2:30][C:31](O)=[O:32].CCCCCC. (2) Given the product [NH2:5][CH:9]1[CH2:15][CH2:14][C:13]2[CH:16]=[C:17]([C:20]([OH:25])([OH:26])[C:21]([F:23])([F:22])[F:24])[CH:18]=[CH:19][C:12]=2[N:11]([CH3:27])[C:10]1=[O:28], predict the reactants needed to synthesize it. The reactants are: CC([N:5]([CH:9]1[CH2:15][CH2:14][C:13]2[CH:16]=[C:17]([C:20]([OH:26])([OH:25])[C:21]([F:24])([F:23])[F:22])[CH:18]=[CH:19][C:12]=2[N:11]([CH3:27])[C:10]1=[O:28])C(=O)[O-])(C)C.Cl.